Dataset: Reaction yield outcomes from USPTO patents with 853,638 reactions. Task: Predict the reaction yield, written as a fraction of the theoretical maximum amount of product (1.0 means a 100% yield; for example, 0.34 means a 34% yield). (1) The reactants are [CH3:1][C:2]([CH3:24])([Si:4]([CH3:23])([CH3:22])[O:5][CH2:6][CH2:7][CH2:8][S:9](=[O:21])[CH2:10][CH2:11][CH2:12][O:13][Si:14]([CH3:20])([CH3:19])[C:15]([CH3:18])([CH3:17])[CH3:16])[CH3:3].FC(F)(F)C([NH2:29])=O.[O-2].[Mg+2].C(OI(C1C=CC=CC=1)OC(=O)C)(=O)C.C(=O)([O-])[O-].[K+].[K+]. The catalyst is ClCCl.CC([O-])=O.CC([O-])=O.CC([O-])=O.CC([O-])=O.[Rh+2].[Rh+2]. The product is [NH:29]=[S:9](=[O:21])([CH2:10][CH2:11][CH2:12][O:13][Si:14]([CH3:20])([CH3:19])[C:15]([CH3:16])([CH3:17])[CH3:18])[CH2:8][CH2:7][CH2:6][O:5][Si:4]([CH3:23])([CH3:22])[C:2]([CH3:24])([CH3:1])[CH3:3]. The yield is 0.720. (2) The reactants are [CH3:1][O:2][C:3](=[O:15])[C:4]1[C:5](=[C:10](I)[CH:11]=[CH:12][CH:13]=1)[C:6]([O:8][CH3:9])=[O:7].[CH3:16][O:17][C:18]1[CH:23]=[CH:22][C:21]([NH2:24])=[C:20]([O:25][C:26]2[CH:31]=[CH:30][CH:29]=[CH:28][CH:27]=2)[CH:19]=1.C1C=CC(P(C2C(C3C(P(C4C=CC=CC=4)C4C=CC=CC=4)=CC=C4C=3C=CC=C4)=C3C(C=CC=C3)=CC=2)C2C=CC=CC=2)=CC=1.C(=O)([O-])[O-].[Cs+].[Cs+]. The catalyst is C1(C)C=CC=CC=1.C(Cl)Cl.C1C=CC(/C=C/C(/C=C/C2C=CC=CC=2)=O)=CC=1.C1C=CC(/C=C/C(/C=C/C2C=CC=CC=2)=O)=CC=1.C1C=CC(/C=C/C(/C=C/C2C=CC=CC=2)=O)=CC=1.[Pd].[Pd]. The product is [CH3:1][O:2][C:3](=[O:15])[C:4]1[C:5](=[C:10]([NH:24][C:21]2[CH:22]=[CH:23][C:18]([O:17][CH3:16])=[CH:19][C:20]=2[O:25][C:26]2[CH:27]=[CH:28][CH:29]=[CH:30][CH:31]=2)[CH:11]=[CH:12][CH:13]=1)[C:6]([O:8][CH3:9])=[O:7]. The yield is 0.710.